From a dataset of Full USPTO retrosynthesis dataset with 1.9M reactions from patents (1976-2016). Predict the reactants needed to synthesize the given product. (1) The reactants are: [F:1][C:2]1[CH:3]=[C:4]([CH:15]([CH3:20])[C:16]([O:18][CH3:19])=[O:17])[CH:5]=[CH:6][C:7]=1[C:8]1[CH:13]=[CH:12][CH:11]=[C:10]([OH:14])[CH:9]=1.[C:21]1([N:27]=[C:28]=[O:29])[CH:26]=[CH:25][CH:24]=[CH:23][CH:22]=1. Given the product [F:1][C:2]1[CH:3]=[C:4]([CH:15]([CH3:20])[C:16]([O:18][CH3:19])=[O:17])[CH:5]=[CH:6][C:7]=1[C:8]1[CH:13]=[CH:12][CH:11]=[C:10]([O:14][C:28](=[O:29])[NH:27][C:21]2[CH:26]=[CH:25][CH:24]=[CH:23][CH:22]=2)[CH:9]=1, predict the reactants needed to synthesize it. (2) The reactants are: [F:1][C:2]1[C:3](=[NH:21])[N:4]([CH2:19][OH:20])[C:5](=[O:18])[N:6]([S:8]([C:11]2[CH:17]=[CH:16][C:14]([CH3:15])=[CH:13][CH:12]=2)(=[O:10])=[O:9])[CH:7]=1.[CH2:22]1COCC1. Given the product [F:1][C:2]1[C:3](=[NH:21])[N:4]([CH2:19][O:20][CH3:22])[C:5](=[O:18])[N:6]([S:8]([C:11]2[CH:12]=[CH:13][C:14]([CH3:15])=[CH:16][CH:17]=2)(=[O:10])=[O:9])[CH:7]=1, predict the reactants needed to synthesize it. (3) Given the product [CH2:27]([NH:24][C:12]1[C:13]2[CH:18]=[N:17][CH:16]=[N:15][C:14]=2[N:9]([O:8][CH2:1][C:2]2[CH:7]=[CH:6][CH:5]=[CH:4][CH:3]=2)[C:10](=[O:21])[C:11]=1[I:20])[C:28]1[CH:6]=[CH:7][CH:2]=[CH:3][CH:4]=1, predict the reactants needed to synthesize it. The reactants are: [CH2:1]([O:8][N:9]1[C:14]2[N:15]=[CH:16][N:17]=[CH:18][C:13]=2[C:12](O)=[C:11]([I:20])[C:10]1=[O:21])[C:2]1[CH:7]=[CH:6][CH:5]=[CH:4][CH:3]=1.C([N:24]([CH2:27][CH3:28])CC)C. (4) Given the product [NH:1]1[C:5]2[CH:6]=[CH:7][CH:8]=[CH:9][C:4]=2[N:3]=[C:2]1[C:10]1[CH:19]=[CH:18][C:13]([C:14]2[O:16][CH:17]=[C:23]([C:22]([O:21][CH3:20])=[O:27])[N:24]=2)=[CH:12][CH:11]=1, predict the reactants needed to synthesize it. The reactants are: [NH:1]1[C:5]2[CH:6]=[CH:7][CH:8]=[CH:9][C:4]=2[N:3]=[C:2]1[C:10]1[CH:19]=[CH:18][C:13]([C:14]([O:16][CH3:17])=O)=[CH:12][CH:11]=1.[CH3:20][O:21][C:22](=[O:27])[C@H:23](CO)[NH2:24]. (5) Given the product [NH:21]1[C:29]2[C:24](=[CH:25][CH:26]=[CH:27][CH:28]=2)[C:23]([CH:7]2[C:8]3[C:13](=[CH:12][CH:11]=[CH:10][CH:9]=3)[C:14]3[CH:1]=[CH:2][CH:3]=[CH:4][C:5]=3[N:6]2[C:15](=[O:19])[CH:16]([CH3:18])[CH3:17])=[CH:22]1, predict the reactants needed to synthesize it. The reactants are: [CH:1]1[C:14]2[C:5](=[N:6][CH:7]=[C:8]3[C:13]=2[CH:12]=[CH:11][CH:10]=[CH:9]3)[CH:4]=[CH:3][CH:2]=1.[C:15](Cl)(=[O:19])[CH:16]([CH3:18])[CH3:17].[NH:21]1[C:29]2[C:24](=[CH:25][CH:26]=[CH:27][CH:28]=2)[CH:23]=[CH:22]1. (6) Given the product [C:17]([C:13]1[CH:12]=[C:7]([CH:8]=[CH:33][C:32]=1[OH:31])[C:6]([NH:20][NH:19][C:17]([C:13]1[O:14][CH:15]=[CH:16][C:12]=1[C:7]1[CH:8]=[CH:9][CH:10]=[CH:11][C:6]=1[O:5][CH2:4][C:3]1[C:21]([CH3:27])=[C:22]([CH3:26])[CH:23]=[C:24]([CH3:25])[C:2]=1[CH3:1])=[O:18])=[O:5])#[N:19], predict the reactants needed to synthesize it. The reactants are: [CH3:1][C:2]1[C:24]([CH3:25])=[CH:23][C:22]([CH3:26])=[C:21]([CH3:27])[C:3]=1[CH2:4][O:5][C:6]1[CH:11]=[CH:10][CH:9]=[CH:8][C:7]=1[C:12]1[CH:16]=[CH:15][O:14][C:13]=1[C:17]([NH:19][NH2:20])=[O:18].C([O:31][CH2:32][CH3:33])(=O)C. (7) Given the product [OH:1][C:2]1[CH:7]=[CH:6][CH:5]=[CH:4][C:3]=1[C:8](/[C:9](=[CH:28]\[C:19]1[CH:20]=[CH:21][C:22]2[C:27](=[CH:26][CH:25]=[CH:24][CH:23]=2)[CH:18]=1)/[C:10]([O:12][C:13]([CH3:14])([CH3:16])[CH3:15])=[O:11])=[O:17], predict the reactants needed to synthesize it. The reactants are: [OH:1][C:2]1[CH:7]=[CH:6][CH:5]=[CH:4][C:3]=1[C:8](=[O:17])[CH2:9][C:10]([O:12][C:13]([CH3:16])([CH3:15])[CH3:14])=[O:11].[CH:18]1[C:27]2[C:22](=[CH:23][CH:24]=[CH:25][CH:26]=2)[CH:21]=[CH:20][C:19]=1[CH:28]=O.C([O-])(=O)C.[NH2+]1CCCCC1.S([O-])([O-])(=O)=O.[Na+].[Na+].